From a dataset of Full USPTO retrosynthesis dataset with 1.9M reactions from patents (1976-2016). Predict the reactants needed to synthesize the given product. (1) The reactants are: Br[C:2]1[CH:3]=[C:4]([CH:8]=[CH:9][C:10]=1[O:11][CH3:12])[N:5]([CH3:7])[CH3:6].[Cl:13][C:14]1[CH:15]=[C:16]2[C:20](=[CH:21][CH:22]=1)[NH:19][C:18](=[O:23])[C:17]2=[O:24]. Given the product [Cl:13][C:14]1[CH:15]=[C:16]2[C:20](=[CH:21][CH:22]=1)[NH:19][C:18](=[O:23])[C:17]2([C:2]1[CH:3]=[C:4]([N:5]([CH3:7])[CH3:6])[CH:8]=[CH:9][C:10]=1[O:11][CH3:12])[OH:24], predict the reactants needed to synthesize it. (2) Given the product [Br:32][C:33]1[CH:38]=[CH:37][CH:36]=[CH:35][C:34]=1[O:39][C:40]1[CH:47]=[CH:46][C:43]([CH2:44][NH:45][C:4](=[O:6])[C:3]2[CH:7]=[CH:8][CH:9]=[N:10][C:2]=2[NH2:1])=[CH:42][CH:41]=1, predict the reactants needed to synthesize it. The reactants are: [NH2:1][C:2]1[N:10]=[CH:9][CH:8]=[CH:7][C:3]=1[C:4]([OH:6])=O.ON1C2C=CC=CC=2N=N1.CCN=C=NCCCN(C)C.[Br:32][C:33]1[CH:38]=[CH:37][CH:36]=[CH:35][C:34]=1[O:39][C:40]1[CH:47]=[CH:46][C:43]([CH2:44][NH2:45])=[CH:42][CH:41]=1.C(=O)(O)[O-].[Na+].